From a dataset of CYP2D6 inhibition data for predicting drug metabolism from PubChem BioAssay. Regression/Classification. Given a drug SMILES string, predict its absorption, distribution, metabolism, or excretion properties. Task type varies by dataset: regression for continuous measurements (e.g., permeability, clearance, half-life) or binary classification for categorical outcomes (e.g., BBB penetration, CYP inhibition). Dataset: cyp2d6_veith. (1) The compound is CC(C)(Oc1ccc(Cl)cc1)C(=O)Nc1cccnc1. The result is 0 (non-inhibitor). (2) The compound is Cc1cccc(NC(=O)c2ccc([N+](=O)[O-])o2)n1. The result is 0 (non-inhibitor). (3) The drug is COc1ccc(S(=O)(=O)N2CCC(NC(=O)Nc3ccc(C)cc3)CC2)cc1. The result is 0 (non-inhibitor). (4) The compound is CS(=O)(=O)O.c1ccc(-c2ccc3c(c2)c2c4n3CCN=C4CCC2)cc1. The result is 0 (non-inhibitor). (5) The compound is O=C(CN1C(=O)NC2(CCCC2)C1=O)NCCC1=CCCCC1. The result is 0 (non-inhibitor). (6) The molecule is COc1ccc(N(CC(=O)NCc2cccc(OC)c2)S(=O)(=O)c2c(C)noc2C)cc1. The result is 1 (inhibitor). (7) The compound is COCCn1c(=O)c(C)nc2cnc(N(C)C)nc21. The result is 0 (non-inhibitor).